This data is from Forward reaction prediction with 1.9M reactions from USPTO patents (1976-2016). The task is: Predict the product of the given reaction. Given the reactants [CH2:1]([O:3][C:4]([CH:6]1[CH2:11][CH2:10][N:9]([C:12]2[CH:17]=[CH:16][N:15]=[CH:14][CH:13]=2)[CH2:8][CH2:7]1)=[O:5])[CH3:2].C([N-]C(C)C)(C)C.[Li+].O1CCCC1.[C:31]([O:35][C:36]([N:38]1[CH2:47][CH2:46][C:45]2[C:40](=[CH:41][C:42]([O:48][CH2:49]Cl)=[CH:43][CH:44]=2)[CH2:39]1)=[O:37])([CH3:34])([CH3:33])[CH3:32].[Cl-].[NH4+], predict the reaction product. The product is: [C:31]([O:35][C:36]([N:38]1[CH2:47][CH2:46][C:45]2[C:40](=[CH:41][C:42]([O:48][CH2:49][C:6]3([C:4]([O:3][CH2:1][CH3:2])=[O:5])[CH2:11][CH2:10][N:9]([C:12]4[CH:17]=[CH:16][N:15]=[CH:14][CH:13]=4)[CH2:8][CH2:7]3)=[CH:43][CH:44]=2)[CH2:39]1)=[O:37])([CH3:34])([CH3:33])[CH3:32].